From a dataset of Full USPTO retrosynthesis dataset with 1.9M reactions from patents (1976-2016). Predict the reactants needed to synthesize the given product. (1) Given the product [O:3]=[S:4]1(=[O:38])[CH:8]([C:9]2[CH:36]=[CH:35][C:12]([CH2:13][O:14][CH2:15][C:16]3[CH:34]=[CH:33][C:19]([O:20][C:21]4[CH:30]=[CH:29][CH:28]=[C:27]([O:31][CH3:32])[C:22]=4[C:23]([O:25][CH3:26])=[O:24])=[CH:18][CH:17]=3)=[CH:11][CH:10]=2)[CH2:7][C:6](=[O:37])[NH:5]1, predict the reactants needed to synthesize it. The reactants are: [BH4-].[Li+].[O:3]=[S:4]1(=[O:38])[C:8]([C:9]2[CH:36]=[CH:35][C:12]([CH2:13][O:14][CH2:15][C:16]3[CH:34]=[CH:33][C:19]([O:20][C:21]4[CH:30]=[CH:29][CH:28]=[C:27]([O:31][CH3:32])[C:22]=4[C:23]([O:25][CH3:26])=[O:24])=[CH:18][CH:17]=3)=[CH:11][CH:10]=2)=[CH:7][C:6](=[O:37])[NH:5]1. (2) Given the product [N:25]1[CH:26]=[CH:27][CH:28]=[C:23]([CH2:22][C:9]2([S:12]([NH2:15])(=[O:14])=[O:13])[CH2:11][CH2:10]2)[CH:24]=1.[C:1]([NH:5][C:6](=[O:7])[O-:8])([CH3:4])([CH3:3])[CH3:2], predict the reactants needed to synthesize it. The reactants are: [C:1]([NH:5][C:6](=[O:8])[OH:7])([CH3:4])([CH3:3])[CH3:2].[CH:9]1([S:12]([NH2:15])(=[O:14])=[O:13])[CH2:11][CH2:10]1.[Li]CCCC.Br[CH2:22][C:23]1[CH:24]=[N:25][CH:26]=[CH:27][CH:28]=1.Br.BrCC1C=NC=CC=1.C(=O)(O)[O-].[Na+].